From a dataset of NCI-60 drug combinations with 297,098 pairs across 59 cell lines. Regression. Given two drug SMILES strings and cell line genomic features, predict the synergy score measuring deviation from expected non-interaction effect. (1) Drug 1: CC1=CC2C(CCC3(C2CCC3(C(=O)C)OC(=O)C)C)C4(C1=CC(=O)CC4)C. Drug 2: N.N.Cl[Pt+2]Cl. Cell line: SNB-75. Synergy scores: CSS=-2.75, Synergy_ZIP=3.84, Synergy_Bliss=4.64, Synergy_Loewe=-0.652, Synergy_HSA=-0.912. (2) Drug 1: C1=CC(=CC=C1CC(C(=O)O)N)N(CCCl)CCCl.Cl. Drug 2: C#CCC(CC1=CN=C2C(=N1)C(=NC(=N2)N)N)C3=CC=C(C=C3)C(=O)NC(CCC(=O)O)C(=O)O. Cell line: MALME-3M. Synergy scores: CSS=5.43, Synergy_ZIP=-2.89, Synergy_Bliss=-4.16, Synergy_Loewe=-6.01, Synergy_HSA=-5.86. (3) Drug 1: C1=NC2=C(N1)C(=S)N=CN2. Synergy scores: CSS=47.7, Synergy_ZIP=-6.65, Synergy_Bliss=-5.27, Synergy_Loewe=-3.17, Synergy_HSA=-1.35. Cell line: 786-0. Drug 2: CC1C(C(CC(O1)OC2CC(CC3=C2C(=C4C(=C3O)C(=O)C5=C(C4=O)C(=CC=C5)OC)O)(C(=O)CO)O)N)O.Cl. (4) Drug 1: C1C(C(OC1N2C=NC3=C2NC=NCC3O)CO)O. Drug 2: C(CCl)NC(=O)N(CCCl)N=O. Cell line: SNB-19. Synergy scores: CSS=8.28, Synergy_ZIP=-3.74, Synergy_Bliss=-0.0275, Synergy_Loewe=-3.70, Synergy_HSA=-2.26.